From a dataset of Reaction yield outcomes from USPTO patents with 853,638 reactions. Predict the reaction yield, written as a fraction of the theoretical maximum amount of product (1.0 means a 100% yield; for example, 0.34 means a 34% yield). (1) The reactants are [C:1]([O:5][C:6]([N:8]1[CH2:13][CH2:12][N:11]([C:14]2[CH:19]=[CH:18][C:17]([NH:20][C:21]3[N:26]=[C:25]([CH2:27][CH2:28][C:29]4[CH:34]=[CH:33][CH:32]=[CH:31][C:30]=4[CH2:35][C:36]([O-:38])=O)[C:24]([C:39]([F:42])([F:41])[F:40])=[CH:23][N:22]=3)=[CH:16][CH:15]=2)[CH2:10][CH2:9]1)=[O:7])([CH3:4])([CH3:3])[CH3:2].[Li+].O[N:45]1[C:49]2C=CC=CC=2N=N1.CCN=C=NCCCN(C)C.C(N(CC)C(C)C)(C)C.Cl.CN. The catalyst is C1COCC1.CN(C=O)C. The product is [CH3:49][NH:45][C:36](=[O:38])[CH2:35][C:30]1[CH:31]=[CH:32][CH:33]=[CH:34][C:29]=1[CH2:28][CH2:27][C:25]1[C:24]([C:39]([F:42])([F:41])[F:40])=[CH:23][N:22]=[C:21]([NH:20][C:17]2[CH:18]=[CH:19][C:14]([N:11]3[CH2:12][CH2:13][N:8]([C:6]([O:5][C:1]([CH3:3])([CH3:2])[CH3:4])=[O:7])[CH2:9][CH2:10]3)=[CH:15][CH:16]=2)[N:26]=1. The yield is 0.690. (2) The reactants are [CH2:1]([O:8][C:9]([N:11]1[CH2:16][CH2:15][CH:14]([C:17](=O)[CH2:18][C:19]([C:21]2[CH:26]=[CH:25][C:24]([CH3:27])=[CH:23][CH:22]=2)=O)[CH2:13][CH2:12]1)=[O:10])[C:2]1[CH:7]=[CH:6][CH:5]=[CH:4][CH:3]=1.Cl.[CH3:30][O:31][C:32]1[CH:37]=[CH:36][C:35]([NH:38][NH2:39])=[CH:34][CH:33]=1.C(N(CC)CC)C.O. The catalyst is C(O)C. The product is [CH2:1]([O:8][C:9]([N:11]1[CH2:16][CH2:15][CH:14]([C:17]2[CH:18]=[C:19]([C:21]3[CH:26]=[CH:25][C:24]([CH3:27])=[CH:23][CH:22]=3)[N:38]([C:35]3[CH:36]=[CH:37][C:32]([O:31][CH3:30])=[CH:33][CH:34]=3)[N:39]=2)[CH2:13][CH2:12]1)=[O:10])[C:2]1[CH:7]=[CH:6][CH:5]=[CH:4][CH:3]=1. The yield is 0.420.